Dataset: Forward reaction prediction with 1.9M reactions from USPTO patents (1976-2016). Task: Predict the product of the given reaction. (1) Given the reactants [N:1]1([CH2:7][CH2:8][NH:9][CH2:10][C:11]2[CH:16]=[CH:15][CH:14]=[C:13]([O:17][C:18]3[CH:23]=[CH:22][CH:21]=[C:20]([C:24]([F:27])([F:26])[F:25])[CH:19]=3)[CH:12]=2)[CH2:6][CH2:5][CH2:4][CH2:3][CH2:2]1.[C:28](Cl)(=[O:30])[CH3:29].N1C=CC=CC=1, predict the reaction product. The product is: [N:1]1([CH2:7][CH2:8][N:9]([CH2:10][C:11]2[CH:16]=[CH:15][CH:14]=[C:13]([O:17][C:18]3[CH:23]=[CH:22][CH:21]=[C:20]([C:24]([F:25])([F:26])[F:27])[CH:19]=3)[CH:12]=2)[C:28](=[O:30])[CH3:29])[CH2:6][CH2:5][CH2:4][CH2:3][CH2:2]1. (2) The product is: [S:30]1[C:31]2[CH:37]=[CH:36][CH:35]=[CH:34][C:32]=2[N:33]=[C:29]1[CH2:28][N:17]([S:18]([C:21]1[CH:26]=[CH:25][C:24]([F:27])=[CH:23][CH:22]=1)(=[O:19])=[O:20])[C:15]1[CH:14]=[CH:13][C:12]2[N:8]([CH2:7][C:6]([OH:41])=[O:5])[C:9]([CH2:38][CH2:39][CH3:40])=[N:10][C:11]=2[CH:16]=1. Given the reactants C([O:5][C:6](=[O:41])[CH2:7][N:8]1[C:12]2[CH:13]=[CH:14][C:15]([N:17]([CH2:28][C:29]3[S:30][C:31]4[CH:37]=[CH:36][CH:35]=[CH:34][C:32]=4[N:33]=3)[S:18]([C:21]3[CH:26]=[CH:25][C:24]([F:27])=[CH:23][CH:22]=3)(=[O:20])=[O:19])=[CH:16][C:11]=2[N:10]=[C:9]1[CH2:38][CH2:39][CH3:40])(C)(C)C.C(O)(C(F)(F)F)=O, predict the reaction product. (3) Given the reactants Cl.[NH2:2][CH:3]([C:7]1[CH:12]=[CH:11][CH:10]=[C:9]([Br:13])[CH:8]=1)[C:4]([OH:6])=[O:5].C(=O)([O-])[O-].[K+].[K+].[C:20](O[C:20]([O:22][C:23]([CH3:26])([CH3:25])[CH3:24])=[O:21])([O:22][C:23]([CH3:26])([CH3:25])[CH3:24])=[O:21].Cl, predict the reaction product. The product is: [Br:13][C:9]1[CH:8]=[C:7]([CH:3]([NH:2][C:20]([O:22][C:23]([CH3:26])([CH3:25])[CH3:24])=[O:21])[C:4]([OH:6])=[O:5])[CH:12]=[CH:11][CH:10]=1. (4) Given the reactants [Br:1][C:2]1[CH:3]=[C:4]2[C:8](=[CH:9][CH:10]=1)[NH:7][C:6]([CH3:11])=[CH:5]2.[H-].[Na+].[CH3:14]I, predict the reaction product. The product is: [CH3:14][N:7]1[C:8]2[C:4](=[CH:3][C:2]([Br:1])=[CH:10][CH:9]=2)[CH:5]=[C:6]1[CH3:11].